Predict the reactants needed to synthesize the given product. From a dataset of Full USPTO retrosynthesis dataset with 1.9M reactions from patents (1976-2016). (1) Given the product [CH2:16]([N:23]1[CH:12]=[C:11]([CH2:10][C@H:9]([NH:8][C:6]([O:5][C:2]([CH3:1])([CH3:3])[CH3:4])=[O:7])[C:13]([OH:15])=[O:14])[N:25]=[N:24]1)[C:17]1[CH:22]=[CH:21][CH:20]=[CH:19][CH:18]=1, predict the reactants needed to synthesize it. The reactants are: [CH3:1][C:2]([O:5][C:6]([NH:8][C@H:9]([C:13]([OH:15])=[O:14])[CH2:10][C:11]#[CH:12])=[O:7])([CH3:4])[CH3:3].[CH2:16]([N:23]=[N+:24]=[N-:25])[C:17]1[CH:22]=[CH:21][CH:20]=[CH:19][CH:18]=1.O=C1O[C@H]([C@H](CO)O)C([O-])=C1O.[Na+]. (2) Given the product [CH3:3][CH:2]([C:4]1[N:8]([CH2:9][CH2:10][C@@H:11]([OH:19])[CH2:12][C@@H:13]([OH:18])[CH2:14][C:15]([O-:17])=[O:16])[C:7]([C:20]2[CH:21]=[CH:22][C:23]([F:26])=[CH:24][CH:25]=2)=[C:6]([C:27]2[CH:28]=[CH:29][CH:30]=[CH:31][CH:32]=2)[C:5]=1[C:33]([NH:35][C:36]1[CH:37]=[CH:38][CH:39]=[CH:40][CH:41]=1)=[O:34])[CH3:1].[CH3:44][CH:43]([C:45]1[N:49]([CH2:50][CH2:51][C@@H:52]([OH:60])[CH2:53][C@@H:54]([OH:59])[CH2:55][C:56]([O-:58])=[O:57])[C:48]([C:61]2[CH:62]=[CH:63][C:64]([F:67])=[CH:65][CH:66]=2)=[C:47]([C:68]2[CH:69]=[CH:70][CH:71]=[CH:72][CH:73]=2)[C:46]=1[C:74]([NH:76][C:77]1[CH:78]=[CH:79][CH:80]=[CH:81][CH:82]=1)=[O:75])[CH3:42].[CH3:87][CH:88]([OH:89])[CH2:90][OH:91].[Ca+2:83], predict the reactants needed to synthesize it. The reactants are: [CH3:1][CH:2]([C:4]1[N:8]([CH2:9][CH2:10][C@@H:11]([OH:19])[CH2:12][C@@H:13]([OH:18])[CH2:14][C:15]([O-:17])=[O:16])[C:7]([C:20]2[CH:21]=[CH:22][C:23]([F:26])=[CH:24][CH:25]=2)=[C:6]([C:27]2[CH:28]=[CH:29][CH:30]=[CH:31][CH:32]=2)[C:5]=1[C:33]([NH:35][C:36]1[CH:37]=[CH:38][CH:39]=[CH:40][CH:41]=1)=[O:34])[CH3:3].[CH3:42][CH:43]([C:45]1[N:49]([CH2:50][CH2:51][C@@H:52]([OH:60])[CH2:53][C@@H:54]([OH:59])[CH2:55][C:56]([O-:58])=[O:57])[C:48]([C:61]2[CH:62]=[CH:63][C:64]([F:67])=[CH:65][CH:66]=2)=[C:47]([C:68]2[CH:69]=[CH:70][CH:71]=[CH:72][CH:73]=2)[C:46]=1[C:74]([NH:76][C:77]1[CH:78]=[CH:79][CH:80]=[CH:81][CH:82]=1)=[O:75])[CH3:44].[Ca+2:83].CC([CH2:87][C:88]([CH3:90])=[O:89])C.[OH2:91]. (3) Given the product [CH:17]1([C@H:21]([NH:23][C:24]2[N:32]=[C:31]([C:33]3[NH:37][C:36](=[O:38])[O:35][N:34]=3)[N:30]=[C:29]3[C:25]=2[N:26]([CH2:48][C@H:49]2[CH2:50][CH2:51][C@H:52]([CH3:55])[CH2:53][CH2:54]2)[C:27]([C:39]2([C:41]4[CH:46]=[CH:45][CH:44]=[CH:43][C:42]=4[F:47])[CH2:11][CH2:40]2)=[N:28]3)[CH3:22])[CH2:18][CH2:19][CH2:20]1, predict the reactants needed to synthesize it. The reactants are: CS(C)=O.[I-].C[S+](C)(C)=O.[CH3:11]C([O-])(C)C.[K+].[CH:17]1([C@H:21]([NH:23][C:24]2[N:32]=[C:31]([C:33]3[NH:37][C:36](=[O:38])[O:35][N:34]=3)[N:30]=[C:29]3[C:25]=2[N:26]([CH2:48][C@H:49]2[CH2:54][CH2:53][C@H:52]([CH3:55])[CH2:51][CH2:50]2)[C:27]([C:39]([C:41]2[CH:46]=[CH:45][CH:44]=[CH:43][C:42]=2[F:47])=[CH2:40])=[N:28]3)[CH3:22])[CH2:20][CH2:19][CH2:18]1. (4) Given the product [C:10]1(=[O:12])[O:14][C:7](=[O:13])[CH2:8][CH2:9]1.[C:1]1(=[O:6])[O:5][CH2:4][CH2:3][CH2:2]1, predict the reactants needed to synthesize it. The reactants are: [CH2:1]([OH:6])[CH2:2][CH2:3][CH2:4][OH:5].[C:7]([OH:14])(=[O:13])[CH2:8][CH2:9][C:10]([OH:12])=O. (5) Given the product [C:26]([N:25]1[CH2:28][CH2:30][CH:4]([NH:6][S:17]([C:10]2[C:11]3[C:16](=[CH:15][CH:14]=[CH:13][CH:12]=3)[C:7]([NH:6][C:4](=[O:5])[C:3]3[CH:21]=[CH:22][CH:23]=[CH:24][C:2]=3[Cl:1])=[CH:8][CH:9]=2)(=[O:19])=[O:18])[CH2:3][CH2:2]1)(=[O:27])[CH2:8][CH2:7][CH3:16], predict the reactants needed to synthesize it. The reactants are: [Cl:1][C:2]1[CH:24]=[CH:23][CH:22]=[CH:21][C:3]=1[C:4]([NH:6][C:7]1[C:16]2[C:11](=[CH:12][CH:13]=[CH:14][CH:15]=2)[C:10]([S:17](Cl)(=[O:19])=[O:18])=[CH:9][CH:8]=1)=[O:5].[N:25]([CH:28]([CH3:30])C)=[C:26]=[O:27]. (6) Given the product [CH3:1][NH:2][CH2:3][CH2:4][CH:5]([O:12][C:13]1[CH:18]=[CH:17][C:16]([C:19]([F:20])([F:22])[F:21])=[CH:15][CH:14]=1)[C:6]1[CH:7]=[CH:8][CH:9]=[CH:10][CH:11]=1.[ClH:23].[C:24]([OH:31])(=[O:30])[CH2:25][CH2:26][C:27]([OH:29])=[O:28].[CH3:1][NH:2][CH2:3][CH2:4][CH:5]([O:12][C:13]1[CH:18]=[CH:17][C:16]([C:19]([F:20])([F:22])[F:21])=[CH:15][CH:14]=1)[C:6]1[CH:7]=[CH:8][CH:9]=[CH:10][CH:11]=1.[ClH:23].[C:24]([OH:31])(=[O:30])/[CH:25]=[CH:26]/[C:27]([OH:29])=[O:28], predict the reactants needed to synthesize it. The reactants are: [CH3:1][NH:2][CH2:3][CH2:4][CH:5]([O:12][C:13]1[CH:14]=[CH:15][C:16]([C:19]([F:22])([F:21])[F:20])=[CH:17][CH:18]=1)[C:6]1[CH:7]=[CH:8][CH:9]=[CH:10][CH:11]=1.[ClH:23].[C:24]([OH:31])(=[O:30])/[CH:25]=[CH:26]/[C:27]([OH:29])=[O:28].C(O)C. (7) Given the product [CH2:22]([O:21][C:19](=[O:20])[C:18]([O:16][NH:15][C:11]([C:7]1([O:6][CH2:5][CH2:4][OH:3])[CH2:10][CH2:9][CH2:8]1)=[NH:12])=[CH:17][C:24]([O:26][CH2:27][CH3:28])=[O:25])[CH3:23], predict the reactants needed to synthesize it. The reactants are: C[Si](C)(C)[O:3][CH2:4][CH2:5][O:6][C:7]1([C:11]#[N:12])[CH2:10][CH2:9][CH2:8]1.[NH2:15][OH:16].[C:17]([C:24]([O:26][CH2:27][CH3:28])=[O:25])#[C:18][C:19]([O:21][CH2:22][CH3:23])=[O:20].